Dataset: Forward reaction prediction with 1.9M reactions from USPTO patents (1976-2016). Task: Predict the product of the given reaction. Given the reactants [I:1][C:2]1[CH:7]=[CH:6][C:5](/[N:8]=[CH:9]/[C:10]2[CH:21]=[CH:20][C:13]([O:14][CH2:15][C:16]([O:18][CH3:19])=[O:17])=[CH:12][CH:11]=2)=[CH:4][CH:3]=1.CCN(CC)CC.[I-].ClC1C=CC=C[N+]=1C.[Si:38]([O:45][C@H:46]([C:53]1[CH:58]=[CH:57][C:56]([F:59])=[CH:55][CH:54]=1)[CH2:47][S:48][CH2:49][C:50](O)=[O:51])([C:41]([CH3:44])([CH3:43])[CH3:42])([CH3:40])[CH3:39].Cl.C([O-])(O)=O.[Na+], predict the reaction product. The product is: [Si:38]([O:45][C@H:46]([C:53]1[CH:58]=[CH:57][C:56]([F:59])=[CH:55][CH:54]=1)[CH2:47][S:48][C@H:49]1[C:50](=[O:51])[N:8]([C:5]2[CH:4]=[CH:3][C:2]([I:1])=[CH:7][CH:6]=2)[C@@H:9]1[C:10]1[CH:11]=[CH:12][C:13]([O:14][CH2:15][C:16]([O:18][CH3:19])=[O:17])=[CH:20][CH:21]=1)([C:41]([CH3:44])([CH3:43])[CH3:42])([CH3:40])[CH3:39].